This data is from Full USPTO retrosynthesis dataset with 1.9M reactions from patents (1976-2016). The task is: Predict the reactants needed to synthesize the given product. (1) Given the product [F:11][C:5]1[CH:6]=[C:7]([O:10][CH2:14][C:15]2[S:16][CH:17]=[CH:18][CH:19]=2)[CH:8]=[CH:9][C:4]=1[C:3]([N:20]1[CH2:24][CH2:23][CH2:22][C@H:21]1[CH2:25][N:26]1[CH2:30][CH2:29][CH2:28][CH2:27]1)=[O:12], predict the reactants needed to synthesize it. The reactants are: CO[C:3](=[O:12])[C:4]1[CH:9]=[CH:8][C:7]([OH:10])=[CH:6][C:5]=1[F:11].Cl[CH2:14][C:15]1[S:16][CH:17]=[CH:18][CH:19]=1.[NH:20]1[CH2:24][CH2:23][CH2:22][C@H:21]1[CH2:25][N:26]1[CH2:30][CH2:29][CH2:28][CH2:27]1. (2) Given the product [C:11]([C:13]1([C:14]2[CH:15]=[CH:16][CH:17]=[CH:18][CH:19]=2)[C:21]2[C:22](=[CH:27][CH:28]=[CH:29][CH:30]=2)[C:23](=[O:24])[O:25]1)#[N:12], predict the reactants needed to synthesize it. The reactants are: [Cl-].C([Al+]CC)C.C[Si]([C:11]#[N:12])(C)C.[C:13]([C:21]1[CH:30]=[CH:29][CH:28]=[CH:27][C:22]=1[C:23]([O:25]C)=[O:24])(=O)[C:14]1[CH:19]=[CH:18][CH:17]=[CH:16][CH:15]=1. (3) Given the product [ClH:28].[NH:20]1[C:19]2[CH:26]=[CH:27][C:16]([C:12]3[CH:11]=[C:10]([CH2:9][NH:8][CH2:7][CH:1]4[CH2:6][CH2:5][CH2:4][CH2:3][CH2:2]4)[CH:15]=[CH:14][CH:13]=3)=[CH:17][C:18]=2[N:22]=[CH:21]1, predict the reactants needed to synthesize it. The reactants are: [CH:1]1([CH2:7][NH:8][CH2:9][C:10]2[CH:11]=[C:12]([C:16]3[CH:27]=[CH:26][C:19]4[N:20](C([O-])=O)[CH:21]=[N:22][C:18]=4[CH:17]=3)[CH:13]=[CH:14][CH:15]=2)[CH2:6][CH2:5][CH2:4][CH2:3][CH2:2]1.[ClH:28]. (4) Given the product [C:1]([O:5][C:6]([NH:8][CH2:9][C:10]1([C:13]([O:15][CH3:18])=[O:14])[CH2:11][CH2:12]1)=[O:7])([CH3:4])([CH3:2])[CH3:3], predict the reactants needed to synthesize it. The reactants are: [C:1]([O:5][C:6]([NH:8][CH2:9][C:10]1([C:13]([OH:15])=[O:14])[CH2:12][CH2:11]1)=[O:7])([CH3:4])([CH3:3])[CH3:2].[N+](=[CH:18][Si](C)(C)C)=[N-]. (5) Given the product [C:13]1([O:12][C:10]([N:1]2[CH2:6][CH2:5][CH:4]([CH:7]=[O:8])[CH2:3][CH2:2]2)=[O:11])[CH:18]=[CH:17][CH:16]=[CH:15][CH:14]=1, predict the reactants needed to synthesize it. The reactants are: [NH:1]1[CH2:6][CH2:5][CH:4]([CH2:7][OH:8])[CH2:3][CH2:2]1.Cl[C:10]([O:12][C:13]1[CH:18]=[CH:17][CH:16]=[CH:15][CH:14]=1)=[O:11].[K+].[Br-].Cl[O-].[Na+]. (6) Given the product [C:19]([O:22][C@H:23]1[C@H:29]([O:30][C:31](=[O:33])[CH3:32])[C@@H:28]([O:34][C:35](=[O:37])[CH3:36])[C@:27]2([C:39]3[CH:44]=[CH:43][C:42]([Cl:45])=[C:41]([CH2:46][C:9]4[CH:10]=[CH:11][C:12]([OH:15])=[CH:13][CH:14]=4)[CH:40]=3)[O:38][C@@:24]1([CH2:48][O:49][C:50](=[O:52])[CH3:51])[CH2:25][O:26]2)(=[O:21])[CH3:20], predict the reactants needed to synthesize it. The reactants are: CC1(C)C(C)(C)OB([C:9]2[CH:14]=[CH:13][C:12]([OH:15])=[CH:11][CH:10]=2)O1.[F-].[Cs+].[C:19]([O:22][C@H:23]1[C@H:29]([O:30][C:31](=[O:33])[CH3:32])[C@@H:28]([O:34][C:35](=[O:37])[CH3:36])[C@:27]2([C:39]3[CH:44]=[CH:43][C:42]([Cl:45])=[C:41]([CH2:46]Br)[CH:40]=3)[O:38][C@@:24]1([CH2:48][O:49][C:50](=[O:52])[CH3:51])[CH2:25][O:26]2)(=[O:21])[CH3:20]. (7) Given the product [Cl:22][C:23]1[S:48][C:26]2[NH:27][C:28]([C:30]([NH:32][CH:33]3[CH2:42][C:41]4[C:36](=[CH:37][CH:38]=[CH:39][CH:40]=4)[N:35]([CH2:43][CH2:44][C:45]([NH:10][CH3:11])=[O:46])[C:34]3=[O:47])=[O:31])=[CH:29][C:25]=2[CH:24]=1, predict the reactants needed to synthesize it. The reactants are: [Cr](O[Cr]([O-])(=O)=O)([O-])(=O)=O.[NH+:10]1C=CC=C[CH:11]=1.[NH+]1C=CC=CC=1.[Cl:22][C:23]1[S:48][C:26]2[NH:27][C:28]([C:30]([NH:32][CH:33]3[CH2:42][C:41]4[C:36](=[CH:37][CH:38]=[CH:39][CH:40]=4)[N:35]([CH2:43][CH2:44][CH2:45][OH:46])[C:34]3=[O:47])=[O:31])=[CH:29][C:25]=2[CH:24]=1.